From a dataset of Forward reaction prediction with 1.9M reactions from USPTO patents (1976-2016). Predict the product of the given reaction. (1) The product is: [NH2:1][C:2]1[N:6]([CH:7]2[CH2:12][CH2:11][CH2:10][NH:9][CH2:8]2)[N:5]=[C:4]([C:23]2[CH:24]=[CH:25][C:26]([CH2:29][C:30]3[CH:31]=[CH:32][CH:33]=[CH:34][CH:35]=3)=[CH:27][CH:28]=2)[C:3]=1[C:36]([NH2:37])=[O:38]. Given the reactants [NH2:1][C:2]1[N:6]([CH:7]2[CH2:12][CH2:11][CH2:10][N:9](C(OCC3C=CC=CC=3)=O)[CH2:8]2)[N:5]=[C:4]([C:23]2[CH:28]=[CH:27][C:26]([CH2:29][C:30]3[CH:35]=[CH:34][CH:33]=[CH:32][CH:31]=3)=[CH:25][CH:24]=2)[C:3]=1[C:36]#[N:37].[OH-:38].[Na+], predict the reaction product. (2) Given the reactants ClCC=O.[N:5]1[CH:6]=[CH:7][N:8]2[CH:13]=[C:12]([C:14]3[N:23]=[C:22]([NH:24][CH2:25][CH:26]([C:33]4[CH:38]=[CH:37][CH:36]=[CH:35][CH:34]=4)[N:27]4[CH2:32][CH2:31]C[CH2:29][CH2:28]4)[C:21]4[C:16](=[CH:17][CH:18]=[CH:19][CH:20]=4)[N:15]=3)[CH:11]=[N:10][C:9]=12, predict the reaction product. The product is: [N:5]1[CH:6]=[CH:7][N:8]2[CH:13]=[C:12]([C:14]3[N:23]=[C:22]([NH:24][CH2:25][CH:26]([C:33]4[CH:38]=[CH:37][CH:36]=[CH:35][CH:34]=4)[N:27]4[CH2:28][CH2:29][CH2:31][CH2:32]4)[C:21]4[C:16](=[CH:17][CH:18]=[CH:19][CH:20]=4)[N:15]=3)[CH:11]=[N:10][C:9]=12. (3) Given the reactants [N+:1]([CH:4]([CH:6]([OH:16])[CH2:7][CH2:8][CH2:9][CH2:10][CH2:11][CH2:12][CH2:13][CH2:14][CH3:15])[CH3:5])([O-:3])=[O:2].[C:17](OC(=O)C)(=[O:19])[CH3:18], predict the reaction product. The product is: [C:17]([O:16][CH:6]([CH2:7][CH2:8][CH2:9][CH2:10][CH2:11][CH2:12][CH2:13][CH2:14][CH3:15])[CH:4]([N+:1]([O-:3])=[O:2])[CH3:5])(=[O:19])[CH3:18]. (4) Given the reactants [NH2:1][C:2]1[S:3][CH:4]=[CH:5][N:6]=1.[C:7]([N+:11]#[C-:12])([CH3:10])([CH3:9])[CH3:8].[CH3:13][O:14][C:15]1[CH:16]=[C:17]([CH:20]=[CH:21][C:22]=1[O:23][CH3:24])[CH:18]=O, predict the reaction product. The product is: [C:7]([NH:11][C:12]1[N:6]2[C:2]([S:3][CH:4]=[CH:5]2)=[N:1][C:18]=1[C:17]1[CH:20]=[CH:21][C:22]([O:23][CH3:24])=[C:15]([O:14][CH3:13])[CH:16]=1)([CH3:10])([CH3:9])[CH3:8].